Dataset: Forward reaction prediction with 1.9M reactions from USPTO patents (1976-2016). Task: Predict the product of the given reaction. (1) The product is: [CH3:1][O:2][CH:3]([O:6][CH3:7])[O:4][CH3:5].[CH3:19][O:18][CH:10]([O:17][CH3:20])[C:11]1[CH:16]=[CH:15][CH:14]=[CH:13][CH:12]=1. Given the reactants [CH3:1][O:2][C:3](OC)([O:6][CH3:7])[O:4][CH3:5].[C:10]([O:18][CH3:19])(=[O:17])[C:11]1[CH:16]=[CH:15][CH:14]=[CH:13][CH:12]=1.[CH3:20][N+](CCCC)(CCCC)CCCC, predict the reaction product. (2) The product is: [CH:4]1(/[CH:3]=[CH:2]/[C:33]2[N:32]=[CH:31][N:30]=[C:29]([NH:21][C:22](=[O:28])[O:23][C:24]([CH3:25])([CH3:26])[CH3:27])[CH:34]=2)[CH2:5][CH2:9]1. Given the reactants Cl[C:2]1C(=O)N[C:5]([C:9](OCC)=O)=[CH:4][CH:3]=1.C(OC([N:21]([C:29]1[CH:34]=[C:33](Cl)[N:32]=[CH:31][N:30]=1)[C:22](=[O:28])[O:23][C:24]([CH3:27])([CH3:26])[CH3:25])=O)(C)(C)C.C(=O)([O-])[O-].[Na+].[Na+].O1CCOCC1, predict the reaction product. (3) Given the reactants [CH3:1][C:2]1([CH3:12])[O:6][C:5](=[CH:7][C:8](Cl)=[O:9])[C:4](=[O:11])[O:3]1.[F:13][C:14]1[CH:15]=[C:16]([CH:21]=[CH:22][CH:23]=1)[CH2:17][NH:18][O:19][CH3:20], predict the reaction product. The product is: [CH3:1][C:2]1([CH3:12])[O:6][C:5](=[CH:7][C:8]([N:18]([CH2:17][C:16]2[CH:21]=[CH:22][CH:23]=[C:14]([F:13])[CH:15]=2)[O:19][CH3:20])=[O:9])[C:4](=[O:11])[O:3]1. (4) Given the reactants [Mg].Br[CH2:3][CH2:4][CH2:5]/[CH:6]=[CH:7]\[CH2:8][CH2:9][CH2:10][CH2:11][CH3:12].C([O:15][CH2:16][CH3:17])=O.[OH-].[K+], predict the reaction product. The product is: [CH3:12][CH2:11][CH2:10][CH2:9][CH2:8]/[CH:7]=[CH:6]\[CH2:5][CH2:4][CH2:3][CH:16]([OH:15])[CH2:17][CH2:3][CH2:4]/[CH:5]=[CH:6]\[CH2:7][CH2:8][CH2:9][CH2:10][CH3:11]. (5) Given the reactants [CH2:1]([CH:3]1[CH2:7][C:6](=O)[CH2:5][CH:4]1[C:9]([O:11][CH2:12][CH3:13])=[O:10])[CH3:2].CC(O)=O.[CH2:18]([NH:25][CH2:26][C:27]1[CH:32]=[CH:31][CH:30]=[CH:29][CH:28]=1)[C:19]1[CH:24]=[CH:23][CH:22]=[CH:21][CH:20]=1.[BH-](OC(C)=O)(OC(C)=O)OC(C)=O.[Na+].C([O-])(O)=O.[Na+], predict the reaction product. The product is: [CH2:26]([N:25]([CH2:18][C:19]1[CH:24]=[CH:23][CH:22]=[CH:21][CH:20]=1)[CH:6]1[CH2:5][CH:4]([C:9]([O:11][CH2:12][CH3:13])=[O:10])[CH:3]([CH2:1][CH3:2])[CH2:7]1)[C:27]1[CH:32]=[CH:31][CH:30]=[CH:29][CH:28]=1. (6) Given the reactants [CH3:1][O:2][C:3]1[C:8]2[CH2:9][CH2:10][CH2:11][CH2:12][N:13]([C:14](=[O:52])[CH2:15][N:16]3[C:22]4[CH:23]=[CH:24][CH:25]=[CH:26][C:21]=4[N:20]([C:27]4[CH:32]=[CH:31][CH:30]=[CH:29][CH:28]=4)[C:19](=[O:33])[CH:18]([CH2:34][C:35]4[C:43]5[C:38](=[CH:39][CH:40]=[CH:41][CH:42]=5)[N:37](C(OC(C)(C)C)=O)[N:36]=4)[C:17]3=[O:51])[C:7]=2[CH:6]=[CH:5][CH:4]=1.FC(F)(F)C(O)=O, predict the reaction product. The product is: [NH:37]1[C:38]2[C:43](=[CH:42][CH:41]=[CH:40][CH:39]=2)[C:35]([CH2:34][CH:18]2[C:17](=[O:51])[N:16]([CH2:15][C:14]([N:13]3[C:7]4[CH:6]=[CH:5][CH:4]=[C:3]([O:2][CH3:1])[C:8]=4[CH2:9][CH2:10][CH2:11][CH2:12]3)=[O:52])[C:22]3[CH:23]=[CH:24][CH:25]=[CH:26][C:21]=3[N:20]([C:27]3[CH:32]=[CH:31][CH:30]=[CH:29][CH:28]=3)[C:19]2=[O:33])=[N:36]1. (7) Given the reactants [C:1]1([CH:7]([CH:34]2[CH2:39][CH2:38][O:37][CH2:36][CH2:35]2)[N:8]2[C:16]3[CH:15]=[C:14]([C:17]([O:19][CH3:20])=[O:18])[CH:13]=[CH:12][C:11]=3[C:10]3[N:21]=[CH:22][C:23](B4OC(C)(C)C(C)(C)O4)=[CH:24][C:9]2=3)[CH:6]=[CH:5][CH:4]=[CH:3][CH:2]=1.Cl[C:41]1[N:42]([CH3:49])[C:43](=[O:48])[S:44][C:45]=1[CH:46]=[O:47].P([O-])([O-])([O-])=O.[K+].[K+].[K+], predict the reaction product. The product is: [CH:46]([C:45]1[S:44][C:43](=[O:48])[N:42]([CH3:49])[C:41]=1[C:23]1[CH:22]=[N:21][C:10]2[C:11]3[CH:12]=[CH:13][C:14]([C:17]([O:19][CH3:20])=[O:18])=[CH:15][C:16]=3[N:8]([CH:7]([C:1]3[CH:6]=[CH:5][CH:4]=[CH:3][CH:2]=3)[CH:34]3[CH2:39][CH2:38][O:37][CH2:36][CH2:35]3)[C:9]=2[CH:24]=1)=[O:47]. (8) Given the reactants [F:1][C:2]1[CH:10]=[CH:9][C:5]([C:6]([OH:8])=O)=[CH:4][CH:3]=1.[N:11]1[C:20]2[C:15](=[CH:16][CH:17]=[CH:18][CH:19]=2)[CH:14]=[C:13]([NH2:21])[CH:12]=1.C(N(CC)C(C)C)(C)C, predict the reaction product. The product is: [F:1][C:2]1[CH:3]=[CH:4][C:5]([C:6]([NH:21][C:13]2[CH:12]=[N:11][C:20]3[C:15]([CH:14]=2)=[CH:16][CH:17]=[CH:18][CH:19]=3)=[O:8])=[CH:9][CH:10]=1. (9) Given the reactants [O:1]1[C:5]2[CH:6]=[CH:7][C:8]([C:10]3([C:13]([NH:15][C:16]4[CH:17]=[C:18]5[C:22](=[CH:23][CH:24]=4)[NH:21][CH:20]([C:25]([CH3:28])([CH3:27])[CH3:26])[CH2:19]5)=[O:14])[CH2:12][CH2:11]3)=[CH:9][C:4]=2[O:3][CH2:2]1.F[C:30](F)(F)[C:31]([OH:33])=O.[C:36](O[BH-](OC(=O)C)OC(=O)C)(=[O:38])C.[Na+], predict the reaction product. The product is: [O:1]1[C:5]2[CH:6]=[CH:7][C:8]([C:10]3([C:13]([NH:15][C:16]4[CH:17]=[C:18]5[C:22](=[CH:23][CH:24]=4)[N:21]([CH:30]([CH2:31][OH:33])[CH2:36][OH:38])[CH:20]([C:25]([CH3:28])([CH3:27])[CH3:26])[CH2:19]5)=[O:14])[CH2:12][CH2:11]3)=[CH:9][C:4]=2[O:3][CH2:2]1. (10) Given the reactants P(Br)(Br)[Br:2].[F:5][C:6]([F:22])([F:21])[O:7][C:8]1[CH:13]=[CH:12][C:11]([N:14]2[CH:18]=[CH:17][C:16]([CH2:19]O)=[N:15]2)=[CH:10][CH:9]=1, predict the reaction product. The product is: [Br:2][CH2:19][C:16]1[CH:17]=[CH:18][N:14]([C:11]2[CH:12]=[CH:13][C:8]([O:7][C:6]([F:22])([F:21])[F:5])=[CH:9][CH:10]=2)[N:15]=1.